This data is from Catalyst prediction with 721,799 reactions and 888 catalyst types from USPTO. The task is: Predict which catalyst facilitates the given reaction. (1) Reactant: [CH3:1][C:2]1[C:10]2[N:6]([CH:7]=[C:8]([C:11]#[N:12])[CH:9]=2)[CH:5]=[CH:4][CH:3]=1.F[B-](F)(F)F.C1(P(C2CCCC2)C2CCCC2)CCCC1.C([O-])([O-])=O.[Cs+].[Cs+].Cl[C:41]1[CH:46]=[CH:45][CH:44]=[CH:43][N:42]=1. Product: [CH3:1][C:2]1[C:10]2[N:6]([C:7]([C:41]3[CH:46]=[CH:45][CH:44]=[CH:43][N:42]=3)=[C:8]([C:11]#[N:12])[CH:9]=2)[CH:5]=[CH:4][CH:3]=1. The catalyst class is: 318. (2) Reactant: [NH:1]1[CH2:6][CH2:5][CH:4]([O:7][C@H:8]2[CH2:13][CH2:12][C@H:11]([C:14]([O:16][CH2:17][CH3:18])=[O:15])[CH2:10][CH2:9]2)[CH2:3][CH2:2]1.F[C:20]1[N:25]=[CH:24][C:23]([C:26]2[NH:30][C:29]3[CH:31]=[CH:32][C:33]([C:35]([F:38])([F:37])[F:36])=[CH:34][C:28]=3[N:27]=2)=[CH:22][CH:21]=1.C(=O)(O)[O-].[Na+].O. Product: [F:37][C:35]([F:36])([F:38])[C:33]1[CH:32]=[CH:31][C:29]2[NH:30][C:26]([C:23]3[CH:22]=[CH:21][C:20]([N:1]4[CH2:2][CH2:3][CH:4]([O:7][C@H:8]5[CH2:13][CH2:12][C@H:11]([C:14]([O:16][CH2:17][CH3:18])=[O:15])[CH2:10][CH2:9]5)[CH2:5][CH2:6]4)=[N:25][CH:24]=3)=[N:27][C:28]=2[CH:34]=1. The catalyst class is: 37. (3) Reactant: Cl[C:2]1[N:7]2[N:8]=[CH:9][N:10]=[C:6]2[CH:5]=[C:4]([Cl:11])[N:3]=1.FC(F)(F)C(O)=O.[NH2:19][CH2:20][CH2:21][NH:22][C:23]1[CH:30]=[CH:29][C:26]([C:27]#[N:28])=[CH:25][N:24]=1.CCN(C(C)C)C(C)C.O. Product: [Cl:11][C:4]1[N:3]=[C:2]([NH:19][CH2:20][CH2:21][NH:22][C:23]2[CH:30]=[CH:29][C:26]([C:27]#[N:28])=[CH:25][N:24]=2)[N:7]2[N:8]=[CH:9][N:10]=[C:6]2[CH:5]=1. The catalyst class is: 41. (4) Reactant: CN1CCOCC1.[Br:8][C:9]1[CH:14]=[CH:13][C:12]([C:15]2([OH:24])[CH2:20][CH2:19][CH:18]([C:21]([OH:23])=O)[CH2:17][CH2:16]2)=[C:11]([CH3:25])[CH:10]=1.Cl.[NH2:27][C@@H:28]1[CH2:33][CH2:32][C@H:31]([OH:34])[CH2:30][CH2:29]1.F[P-](F)(F)(F)(F)F.N1(O[P+](N(C)C)(N(C)C)N(C)C)C2C=CC=CC=2N=N1. Product: [Br:8][C:9]1[CH:14]=[CH:13][C:12]([C:15]2([OH:24])[CH2:16][CH2:17][CH:18]([C:21]([NH:27][C@H:28]3[CH2:33][CH2:32][C@@H:31]([OH:34])[CH2:30][CH2:29]3)=[O:23])[CH2:19][CH2:20]2)=[C:11]([CH3:25])[CH:10]=1. The catalyst class is: 9. (5) Reactant: [CH3:1][O:2][C:3]1[CH:8]=[CH:7][C:6]([N:9]2[C:13]([C:14]([OH:16])=O)=[CH:12][C:11]([CH3:17])=[N:10]2)=[CH:5][CH:4]=1.[CH:18]1([NH2:24])[CH2:23][CH2:22][CH2:21][CH2:20][CH2:19]1. Product: [CH:18]1([NH:24][C:14]([C:13]2[N:9]([C:6]3[CH:5]=[CH:4][C:3]([O:2][CH3:1])=[CH:8][CH:7]=3)[N:10]=[C:11]([CH3:17])[CH:12]=2)=[O:16])[CH2:23][CH2:22][CH2:21][CH2:20][CH2:19]1. The catalyst class is: 583. (6) Reactant: [Cl:1][C:2]1[CH:34]=[CH:33][C:5]([CH2:6][N:7]2[CH2:12][CH2:11][CH:10]([NH:13][CH2:14][C@@:15]([OH:32])([CH3:31])[CH2:16][O:17][C:18]3[CH:23]=[CH:22][C:21]([F:24])=[CH:20][C:19]=3[CH2:25][CH2:26][C:27]([O:29]C)=[O:28])[CH2:9][CH2:8]2)=[CH:4][CH:3]=1.[OH-].[Na+].[C:37]([OH:43])([C:39]([F:42])([F:41])[F:40])=[O:38]. Product: [F:40][C:39]([F:42])([F:41])[C:37]([OH:43])=[O:38].[F:40][C:39]([F:42])([F:41])[C:37]([OH:43])=[O:38].[Cl:1][C:2]1[CH:34]=[CH:33][C:5]([CH2:6][N:7]2[CH2:12][CH2:11][CH:10]([NH:13][CH2:14][C@@:15]([OH:32])([CH3:31])[CH2:16][O:17][C:18]3[CH:23]=[CH:22][C:21]([F:24])=[CH:20][C:19]=3[CH2:25][CH2:26][C:27]([OH:29])=[O:28])[CH2:9][CH2:8]2)=[CH:4][CH:3]=1. The catalyst class is: 1. (7) Reactant: C([O:8][C:9]1[CH:10]=[C:11]([CH:28]=[CH:29][CH:30]=1)[C:12]([C:14](=[CH:21][C:22]1[CH:27]=[CH:26][CH:25]=[CH:24][CH:23]=1)[C:15]([NH:17][CH:18]([CH3:20])[CH3:19])=[O:16])=[O:13])C1C=CC=CC=1.CS(O)(=O)=[O:33].C(=O)(O)[O-].[Na+]. Product: [CH:18]([NH-:17])([CH3:20])[CH3:19].[OH:8][C:9]1[CH:10]=[C:11]2[C:28](=[CH:29][CH:30]=1)[CH:21]([C:22]1[CH:23]=[CH:24][CH:25]=[CH:26][CH:27]=1)[CH:14]([C:15]([O-:33])=[O:16])[C:12]2=[O:13]. The catalyst class is: 4.